From a dataset of Experimentally validated miRNA-target interactions with 360,000+ pairs, plus equal number of negative samples. Binary Classification. Given a miRNA mature sequence and a target amino acid sequence, predict their likelihood of interaction. (1) The miRNA is hsa-miR-4687-3p with sequence UGGCUGUUGGAGGGGGCAGGC. The protein sequence of the target gene is MATVVVEATEPEPSGSIGNPAATTSPSLSHRFLDSKFYLLVVVGETVTEEHLRRAIGNIELGIRSWDTNLIECNLDQELKLFVSRHSARFSPEVPGQKILHHRSDVLETVVLINPSDEAVSTEVRLMITDAARHKLLVLTGQCFENTGELILQSGSFSFQNFIEIFTDQEIGELLSTTHPANKASLTLFCPEEGDWKNSNLDRHNLQDFINIKLNSASILPEMEGLSEFTEYLSESVEVPSPFDILEPPTSGGFLKLSKPCCYIFPGGRGDSALFAVNGFNMLINGGSERKSCFWKLIRH.... Result: 0 (no interaction). (2) The miRNA is hsa-miR-3691-5p with sequence AGUGGAUGAUGGAGACUCGGUAC. The protein sequence of the target gene is MAAAVAGMLRGGLLPQAGRLPTLQTVRYGSKAVTRHRRVMHFQRQKLMAVTEYIPPKPAIHPSCLPSPPSPPQEEIGLIRLLRREIAAVFQDNRMIAVCQNVALSAEDKLLMRHQLRKHKILMKVFPNQVLKPFLEDSKYQNLLPLFVGHNMLLVSEEPKVKEMVRILRTVPFLPLLGGCIDDTILSRQGFINYSKLPSLPLVQGELVGGLTCLTAQTHSLLQHQPLQLTTLLDQYIREQREKDSVMSANGKPDPDTVPDS. Result: 1 (interaction). (3) The miRNA is hsa-miR-378j with sequence ACUGGAUUUGGAGCCAGAA. The protein sequence of the target gene is MFHVSFRYIFGIPPLILVLLPVTSSECHIKDKEGKAYESVLMISIDELDKMTGTDSNCPNNEPNFFRKHVCDDTKEAAFLNRAARKLKQFLKMNISEEFNVHLLTVSQGTQTLVNCTSKEEKNVKEQKKNDACFLKRLLREIKTCWNKILKGSI. Result: 0 (no interaction). (4) The miRNA is hsa-miR-4698 with sequence UCAAAAUGUAGAGGAAGACCCCA. The protein sequence of the target gene is MKLLVGTLRLWEVGRQVAFSSLTPGQECSGLRKTFWAAMRAVRTRADHQKLGHCVTMGRIMRPDDANVAGNVHGGTILKMIEEAGAIISTRHCNSQNGERCVAALARVERTDFLSPMCIGEVAHVSAEITYTSKHSVEVQVHVMSENILTGTKKLTNKATLWYVPLSLKNVDKVLEVPPIVYLRQEQEEEGRKRYEAQKLERMETKWRNGDIVQPVLNPEPNTVSYSQSSLIHLVGPSDCTLHGFVHGGVTMKLMDEVAGIVAARHCKTNIVTASVDAINFHDKIRKGCVITISGRMTFT.... Result: 0 (no interaction). (5) The miRNA is rno-miR-18a-5p with sequence UAAGGUGCAUCUAGUGCAGAUAG. The protein sequence of the target gene is MSFLIDSSIMITSQILFFGFGWLFFMRQLFKDYEVRQYVVQVIFSVTFAFSCTMFELIIFEILGVLNSSSRYFHWKLNLCVILLILVFMVPFYIGYFIVSNIQLLHKQRLLFSCLLWLTFMYFFWKLGDPFPILSPKHGILSIEQLISRVGVIGVTLMALLSGFGAVNCPYTYMSYFLRNVTDTDILALERRLLQTMDMIISKKKRMAVARRTMFQRGDVQNKPSGLWGMLKSVTASAPGSENLTLIQQEVDALEELSRQLFLETADLYATKERIEYSKTFKGKYFNFLGYFFSIYCVWK.... Result: 0 (no interaction). (6) The miRNA is hsa-miR-555 with sequence AGGGUAAGCUGAACCUCUGAU. The protein sequence of the target gene is MPAKGRYFLNEGEEGPDQDALYEKYQLTSQHGPLLLTLLLVAATACVALIIIAFSQGDPSRHQAILGMAFLVLAVFAALSVLMYVECLLRRWLRALALLTWACLVALGYVLVFDAWTKAACAWEQVPFFLFIVFVVYTLLPFSMRGAVAVGAVSTASHLLVLGSLMGGFTTPSVRVGLQLLANAVIFLCGNLTGAFHKHQMQDASRDLFTYTVKCIQIRRKLRIEKRQQENLLLSVLPAHISMGMKLAIIERLKEHGDRRCMPDNNFHSLYVKRHQNVSILYADIVGFTQLASDCSPKEL.... Result: 0 (no interaction). (7) The miRNA is mmu-miR-133a-3p with sequence UUUGGUCCCCUUCAACCAGCUG. The protein sequence of the target gene is MESEYREMLLLTGLDHITEEELKRFKYFALTEFQIARSTLDVADRTELADHLIQSAGAASAVTKAINIFQKLNYMHIANALEEKKKEAERKLMTNTKKRGTQKVENRSQAENCSAASATRSDNDFKEQAATEVCPQAKPQKKQMVAEQEAIREDLQKDPLVVTVLKAINPFECETQEGRQEIFHATVATETDFFFVKVLNAQFKDKFIPKRTIKISNYLWHSNFMEVTSSSVVVDVESNHEVPNNVVKRARETPRISKLKIQPCGTIVNGLFKVQKITEEKDRVLYGIHDKTGTMEVLVL.... Result: 0 (no interaction). (8) The miRNA is hsa-miR-887-3p with sequence GUGAACGGGCGCCAUCCCGAGG. The protein sequence of the target gene is MEAAATPAAAGAARREELDMDVMRPLINEQNFDGTSDEEHEQELLPVQKHYQLDDQEGISFVQTLMHLLKGNIGTGLLGLPLAIKNAGIVLGPISLVFIGIISVHCMHILVRCSHFLCLRFKKSTLGYSDTVSFAMEVSPWSCLQKQAAWGRSVVDFFLVITQLGFCSVYIVFLAENVKQVHEGFLESKVFISNSTNSSNPCERRSVDLRIYMLCFLPFIILLVFIRELKNLFVLSFLANVSMAVSLVIIYQYVVRNMPDPHNLPIVAGWKKYPLFFGTAVFAFEGIGVVLPLENQMKES.... Result: 0 (no interaction). (9) The miRNA is hsa-miR-1471 with sequence GCCCGCGUGUGGAGCCAGGUGU. The protein sequence of the target gene is MALNNFLFAQCACYFLAFLFSFVVVVPLSENGHDFRGRCLLFTEGMWLSANLTVQERERFTVQEWGPPAACRFSLLASLLSLLLAAAHAWRTLFFLCKGHEGSFFSAFLNLLVSAFVVFLVFIASTIVSVGFTMWCDTITEKGTVPHSCEELQDIDLELGVDNSAFYDQFAIAQFGLWASWLAWLAITTLAFLKVYHNYRQEDLLDSLIHEKELLLARPSPRTSFQEEKSAVI. Result: 0 (no interaction). (10) The miRNA is hsa-miR-6792-3p with sequence CUCCUCCACAGCCCCUGCUCAU. The protein sequence of the target gene is MGAPACALALCVAVAIVAGASSESLGTEQRVVGRAAEVPGPEPGQQEQLVFGSGDAVELSCPPPGGGPMGPTVWVKDGTGLVPSERVLVGPQRLQVLNASHEDSGAYSCRQRLTQRVLCHFSVRVTDAPSSGDDEDGEDEAEDTGVDTGAPYWTRPERMDKKLLAVPAANTVRFRCPAAGNPTPSISWLKNGREFRGEHRIGGIKLRHQQWSLVMESVVPSDRGNYTCVVENKFGSIRQTYTLDVLERSPHRPILQAGLPANQTAVLGSDVEFHCKVYSDAQPHIQWLKHVEVNGSKVGP.... Result: 0 (no interaction).